This data is from Forward reaction prediction with 1.9M reactions from USPTO patents (1976-2016). The task is: Predict the product of the given reaction. The product is: [CH2:1]([N:8]1[CH2:13][CH2:12][CH:11]([N:14]([CH3:29])[C:15]([N:17]2[CH:21]=[C:20]([C:22]3[CH:23]=[C:24]([C:37]4[CH:36]=[CH:35][CH:34]=[C:33]([C:30](=[O:32])[NH2:31])[CH:38]=4)[CH:25]=[CH:26][CH:27]=3)[N:19]=[CH:18]2)=[O:16])[CH2:10][CH2:9]1)[C:2]1[CH:7]=[CH:6][CH:5]=[CH:4][CH:3]=1. Given the reactants [CH2:1]([N:8]1[CH2:13][CH2:12][CH:11]([N:14]([CH3:29])[C:15]([N:17]2[CH:21]=[C:20]([C:22]3[CH:27]=[CH:26][CH:25]=[C:24](Br)[CH:23]=3)[N:19]=[CH:18]2)=[O:16])[CH2:10][CH2:9]1)[C:2]1[CH:7]=[CH:6][CH:5]=[CH:4][CH:3]=1.[C:30]([C:33]1[CH:34]=[C:35](B(O)O)[CH:36]=[CH:37][CH:38]=1)(=[O:32])[NH2:31].C(=O)([O-])[O-].[Na+].[Na+].ClCCl.CO, predict the reaction product.